Dataset: Peptide-MHC class I binding affinity with 185,985 pairs from IEDB/IMGT. Task: Regression. Given a peptide amino acid sequence and an MHC pseudo amino acid sequence, predict their binding affinity value. This is MHC class I binding data. (1) The peptide sequence is SDYLELDTY. The MHC is Mamu-B01 with pseudo-sequence Mamu-B01. The binding affinity (normalized) is 0.758. (2) The peptide sequence is YLPTQQDVL. The MHC is Mamu-B03 with pseudo-sequence Mamu-B03. The binding affinity (normalized) is 0.